Dataset: Reaction yield outcomes from USPTO patents with 853,638 reactions. Task: Predict the reaction yield, written as a fraction of the theoretical maximum amount of product (1.0 means a 100% yield; for example, 0.34 means a 34% yield). (1) The reactants are [CH3:1][O:2][C:3]1[CH:8]=[CH:7][C:6]([NH:9][C:10]([NH:12][C:13](=[NH:15])N)=[S:11])=[CH:5][CH:4]=1.Cl[CH2:17][C:18](=[O:20])[CH3:19].C(N(CC)CC)C.C(O)C. The catalyst is CC(C)=O. The product is [NH2:15][C:13]1[N:12]=[C:10]([NH:9][C:6]2[CH:5]=[CH:4][C:3]([O:2][CH3:1])=[CH:8][CH:7]=2)[S:11][C:17]=1[C:18](=[O:20])[CH3:19]. The yield is 0.560. (2) The reactants are [C:1]([O:5][C:6]([NH:8][C:9]1[CH:13]=[CH:12][O:11][C:10]=1[C:14]([OH:16])=O)=[O:7])([CH3:4])([CH3:3])[CH3:2].CC[N:19](C(C)C)C(C)C.C1CN([P+](ON2N=NC3C=CC=CC2=3)(N2CCCC2)N2CCCC2)CC1.F[P-](F)(F)(F)(F)F.[Cl-].[NH4+].Cl. The catalyst is CN(C=O)C. The product is [C:14]([C:10]1[O:11][CH:12]=[CH:13][C:9]=1[NH:8][C:6](=[O:7])[O:5][C:1]([CH3:4])([CH3:3])[CH3:2])(=[O:16])[NH2:19]. The yield is 0.750. (3) The product is [OH:13][C:3]1[C:2]([C:20]2[CH:21]=[CH:22][C:17]([C:14]([OH:16])=[O:15])=[CH:18][CH:19]=2)=[CH:11][C:10]2[C:5]([CH:4]=1)=[CH:6][C:7]([OH:12])=[CH:8][CH:9]=2. The reactants are Br[C:2]1[C:3]([OH:13])=[CH:4][C:5]2[C:10]([CH:11]=1)=[CH:9][CH:8]=[C:7]([OH:12])[CH:6]=2.[C:14]([C:17]1[CH:22]=[CH:21][C:20](B(O)O)=[CH:19][CH:18]=1)([OH:16])=[O:15]. The catalyst is CN(C=O)C.O. The yield is 0.200. (4) The reactants are [F:1][C:2]1[C:3]([N:10]2[CH:14]=[C:13]([CH3:15])[N:12]=[CH:11]2)=[C:4]([CH:7]=[CH:8][CH:9]=1)[C:5]#[N:6].[CH3:16][N+:17]([CH3:19])=[CH2:18].[I-]. The catalyst is CN(C=O)C. The product is [CH3:16][N:17]([CH2:19][C:14]1[N:10]([C:3]2[C:2]([F:1])=[CH:9][CH:8]=[CH:7][C:4]=2[C:5]#[N:6])[CH:11]=[N:12][C:13]=1[CH3:15])[CH3:18]. The yield is 0.130. (5) The reactants are [CH3:1][S:2][C:3]1[CH:55]=[CH:54][CH:53]=[CH:52][C:4]=1[CH2:5][N:6]1[C:11]([CH3:12])=[CH:10][C:9]([O:13][CH2:14][C:15]2[CH:49]=[CH:48][CH:47]=[CH:46][C:16]=2[CH2:17][NH:18][C:19]([NH:21][C:22]2[N:26]([C:27]3[CH:32]=[CH:31][C:30]([Cl:33])=[C:29]([O:34][Si](C(C)(C)C)(C)C)[CH:28]=3)[N:25]=[C:24]([C:42]([CH3:45])([CH3:44])[CH3:43])[CH:23]=2)=[O:20])=[C:8]([Cl:50])[C:7]1=[O:51].[F-].[K+].Cl. The catalyst is CO. The product is [CH3:1][S:2][C:3]1[CH:55]=[CH:54][CH:53]=[CH:52][C:4]=1[CH2:5][N:6]1[C:11]([CH3:12])=[CH:10][C:9]([O:13][CH2:14][C:15]2[CH:49]=[CH:48][CH:47]=[CH:46][C:16]=2[CH2:17][NH:18][C:19]([NH:21][C:22]2[N:26]([C:27]3[CH:32]=[CH:31][C:30]([Cl:33])=[C:29]([OH:34])[CH:28]=3)[N:25]=[C:24]([C:42]([CH3:45])([CH3:44])[CH3:43])[CH:23]=2)=[O:20])=[C:8]([Cl:50])[C:7]1=[O:51]. The yield is 0.110.